Task: Predict the product of the given reaction.. Dataset: Forward reaction prediction with 1.9M reactions from USPTO patents (1976-2016) (1) Given the reactants O.[NH2:2][C@H:3]([C:9]([O-:11])=[O:10])[CH2:4][CH2:5][CH2:6][CH2:7][NH2:8].[NH2:12][C@H:13]([C:19]([O-:21])=[O:20])[CH2:14][CH2:15][CH2:16][CH2:17][NH2:18].[Mg+2:22], predict the reaction product. The product is: [NH2:2][C@H:3]([C:9]([O-:11])=[O:10])[CH2:4][CH2:5][CH2:6][CH2:7][NH2:8].[Mg+2:22].[NH2:12][C@H:13]([C:19]([O-:21])=[O:20])[CH2:14][CH2:15][CH2:16][CH2:17][NH2:18]. (2) Given the reactants [OH:1][C:2]1[C:7]2[CH2:8][CH:9]=[CH:10][C:11]3[C:12](=[CH:13][C:14]4[CH:15]=[CH:16][N:17]([CH3:20])[C:18]=4[CH:19]=3)[C:6]=2[N:5]([CH3:21])[C:4](=[O:22])[C:3]=1[C:23]([OH:25])=[O:24].N1C2C(=CC=CC=2)CC1, predict the reaction product. The product is: [OH:1][C:2]1[C:7]2[CH2:8][CH2:9][CH2:10][C:11]3[C:12](=[CH:13][C:14]4[CH2:15][CH2:16][N:17]([CH3:20])[C:18]=4[CH:19]=3)[C:6]=2[N:5]([CH3:21])[C:4](=[O:22])[C:3]=1[C:23]([OH:25])=[O:24]. (3) Given the reactants [CH3:1][O:2][C:3]1[C:4]([C:10]2[CH:15]=[CH:14][C:13]([C:16]([F:19])([F:18])[F:17])=[CH:12][CH:11]=2)=[N:5][C:6]([CH3:9])=[CH:7][CH:8]=1.C1C(=O)N([Br:27])C(=O)C1.CC(N=NC(C#N)(C)C)(C#N)C, predict the reaction product. The product is: [Br:27][CH2:9][C:6]1[N:5]=[C:4]([C:10]2[CH:15]=[CH:14][C:13]([C:16]([F:19])([F:18])[F:17])=[CH:12][CH:11]=2)[C:3]([O:2][CH3:1])=[CH:8][CH:7]=1.